From a dataset of Forward reaction prediction with 1.9M reactions from USPTO patents (1976-2016). Predict the product of the given reaction. (1) Given the reactants CC([O-])(C)C.[K+].O1[CH2:12][CH2:11][O:10][CH2:9][CH2:8]1.[NH2:13][C:14]1[S:15][C:16]([CH2:21][CH2:22][N:23]2CCOCC2)=[CH:17][C:18]=1[C:19]#[N:20].[C:29]([C:33]1[S:37][C:36]([C:38]#[N:39])=[CH:35][CH:34]=1)([CH3:32])([CH3:31])[CH3:30], predict the reaction product. The product is: [C:29]([C:33]1[S:37][C:36]([C:38]2[N:39]=[C:19]([NH2:20])[C:18]3[CH:17]=[C:16]([CH2:21][CH2:22][N:23]4[CH2:12][CH2:11][O:10][CH2:9][CH2:8]4)[S:15][C:14]=3[N:13]=2)=[CH:35][CH:34]=1)([CH3:32])([CH3:30])[CH3:31]. (2) Given the reactants [CH3:1][O:2][C:3](=[O:15])[CH:4]([O:13][CH3:14])[CH2:5][C:6]1[CH:11]=[CH:10][CH:9]=[C:8]([OH:12])[CH:7]=1.C(OC(=O)[C@@H](OC)CC1C=CC(O[CH2:29][C:30]([O:32][C:33]([CH3:36])([CH3:35])[CH3:34])=[O:31])=CC=1)C, predict the reaction product. The product is: [CH3:1][O:2][C:3](=[O:15])[CH:4]([O:13][CH3:14])[CH2:5][C:6]1[CH:11]=[CH:10][CH:9]=[C:8]([O:12][CH2:29][C:30]([O:32][C:33]([CH3:36])([CH3:35])[CH3:34])=[O:31])[CH:7]=1. (3) Given the reactants Br[C:2]1[CH:3]=[C:4]2[C:13](=[CH:14][CH:15]=1)[C:12]1[N:8]([CH:9]=[C:10]([C:16]3[N:20]([CH:21]([CH3:23])[CH3:22])[N:19]=[CH:18][N:17]=3)[N:11]=1)[CH2:7][CH2:6][O:5]2.Cl.[CH:25]([N:28]1[CH2:33][CH2:32][CH:31]([CH:34]2[CH2:38][CH2:37][CH2:36][NH:35]2)[CH2:30][CH2:29]1)([CH3:27])[CH3:26], predict the reaction product. The product is: [CH:21]([N:20]1[C:16]([C:10]2[N:11]=[C:12]3[C:13]4[CH:14]=[CH:15][C:2]([N:35]5[CH2:36][CH2:37][CH2:38][CH:34]5[CH:31]5[CH2:30][CH2:29][N:28]([CH:25]([CH3:27])[CH3:26])[CH2:33][CH2:32]5)=[CH:3][C:4]=4[O:5][CH2:6][CH2:7][N:8]3[CH:9]=2)=[N:17][CH:18]=[N:19]1)([CH3:23])[CH3:22]. (4) Given the reactants [CH2:1]([OH:4])[CH2:2][OH:3].[H-].[Na+].[NH2:7][C:8]1[N:16]=[C:15](Cl)[CH:14]=[CH:13][C:9]=1[C:10]([OH:12])=[O:11].N, predict the reaction product. The product is: [NH2:7][C:8]1[N:16]=[C:15]([O:3][CH2:2][CH2:1][OH:4])[CH:14]=[CH:13][C:9]=1[C:10]([OH:12])=[O:11]. (5) Given the reactants [C:1]([O:5][C:6](=[O:27])[NH:7][CH:8]1[CH2:13][CH2:12][N:11]([S:14]([C:17]2[CH:22]=[CH:21][C:20]([N+:23]([O-])=O)=[C:19]([Cl:26])[CH:18]=2)(=[O:16])=[O:15])[CH2:10][CH2:9]1)([CH3:4])([CH3:3])[CH3:2].C(O)C.[Cl-].[NH4+], predict the reaction product. The product is: [C:1]([O:5][C:6](=[O:27])[NH:7][CH:8]1[CH2:9][CH2:10][N:11]([S:14]([C:17]2[CH:22]=[CH:21][C:20]([NH2:23])=[C:19]([Cl:26])[CH:18]=2)(=[O:16])=[O:15])[CH2:12][CH2:13]1)([CH3:4])([CH3:2])[CH3:3]. (6) Given the reactants [Cl:1][C:2]1[CH:7]=[C:6]([C:8](O)=[O:9])[C:5]([Cl:11])=[CH:4][N:3]=1.B.C1COCC1, predict the reaction product. The product is: [Cl:1][C:2]1[CH:7]=[C:6]([CH2:8][OH:9])[C:5]([Cl:11])=[CH:4][N:3]=1. (7) Given the reactants [NH2:1][C:2]1[CH:10]=[CH:9][C:8]([F:11])=[CH:7][C:3]=1[C:4]([OH:6])=[O:5].Cl.[CH3:13]O, predict the reaction product. The product is: [NH2:1][C:2]1[CH:10]=[CH:9][C:8]([F:11])=[CH:7][C:3]=1[C:4]([O:6][CH3:13])=[O:5]. (8) Given the reactants [Br:1][C:2]1[CH:7]=[CH:6][C:5]([C:8](=[N:22][O:23][CH2:24][CH3:25])[CH:9]2[CH2:14][CH2:13][N:12]([C:15]3([CH3:21])[CH2:20][CH2:19][NH:18][CH2:17][CH2:16]3)[CH2:11][CH2:10]2)=[CH:4][CH:3]=1.[F:26][C:27]([F:42])([F:41])[C:28]1[C:37]([C:38](O)=[O:39])=[CH:36][C:35]2[C:30](=[N:31][CH:32]=[CH:33][CH:34]=2)[N:29]=1.CCN(CC)CC.CN(C(ON1N=NC2C=CC=NC1=2)=[N+](C)C)C.F[P-](F)(F)(F)(F)F, predict the reaction product. The product is: [Br:1][C:2]1[CH:7]=[CH:6][C:5]([C:8](=[N:22][O:23][CH2:24][CH3:25])[CH:9]2[CH2:10][CH2:11][N:12]([C:15]3([CH3:21])[CH2:20][CH2:19][N:18]([C:38]([C:37]4[C:28]([C:27]([F:42])([F:26])[F:41])=[N:29][C:30]5[C:35]([CH:36]=4)=[CH:34][CH:33]=[CH:32][N:31]=5)=[O:39])[CH2:17][CH2:16]3)[CH2:13][CH2:14]2)=[CH:4][CH:3]=1.